From a dataset of Full USPTO retrosynthesis dataset with 1.9M reactions from patents (1976-2016). Predict the reactants needed to synthesize the given product. Given the product [ClH:43].[ClH:43].[C:1]([N:4]1[C:13]2[C:8](=[CH:9][C:10]([C:14]3[CH:15]=[CH:16][C:17]([CH2:20][NH:21][CH:22]4[CH2:27][CH2:26][NH:25][CH2:24][CH2:23]4)=[CH:18][CH:19]=3)=[CH:11][CH:12]=2)[C@H:7]([NH:35][C:36](=[O:37])[O:38][CH:39]([CH3:40])[CH3:41])[CH2:6][C@@H:5]1[CH3:42])(=[O:3])[CH3:2], predict the reactants needed to synthesize it. The reactants are: [C:1]([N:4]1[C:13]2[C:8](=[CH:9][C:10]([C:14]3[CH:19]=[CH:18][C:17]([CH2:20][NH:21][CH:22]4[CH2:27][CH2:26][N:25](C(OC(C)(C)C)=O)[CH2:24][CH2:23]4)=[CH:16][CH:15]=3)=[CH:11][CH:12]=2)[C@H:7]([NH:35][C:36]([O:38][CH:39]([CH3:41])[CH3:40])=[O:37])[CH2:6][C@@H:5]1[CH3:42])(=[O:3])[CH3:2].[ClH:43].